From a dataset of NCI-60 drug combinations with 297,098 pairs across 59 cell lines. Regression. Given two drug SMILES strings and cell line genomic features, predict the synergy score measuring deviation from expected non-interaction effect. (1) Drug 1: CC1OCC2C(O1)C(C(C(O2)OC3C4COC(=O)C4C(C5=CC6=C(C=C35)OCO6)C7=CC(=C(C(=C7)OC)O)OC)O)O. Drug 2: CC(C)(C#N)C1=CC(=CC(=C1)CN2C=NC=N2)C(C)(C)C#N. Cell line: SN12C. Synergy scores: CSS=31.6, Synergy_ZIP=-9.54, Synergy_Bliss=-1.29, Synergy_Loewe=-0.854, Synergy_HSA=0.0616. (2) Drug 1: CC1=C(C=C(C=C1)C(=O)NC2=CC(=CC(=C2)C(F)(F)F)N3C=C(N=C3)C)NC4=NC=CC(=N4)C5=CN=CC=C5. Drug 2: CC(C)CN1C=NC2=C1C3=CC=CC=C3N=C2N. Cell line: UACC-257. Synergy scores: CSS=-0.635, Synergy_ZIP=0.0104, Synergy_Bliss=-1.24, Synergy_Loewe=-1.16, Synergy_HSA=-2.18.